Dataset: Peptide-MHC class II binding affinity with 134,281 pairs from IEDB. Task: Regression. Given a peptide amino acid sequence and an MHC pseudo amino acid sequence, predict their binding affinity value. This is MHC class II binding data. The peptide sequence is YDKFLANNSTVLTGK. The MHC is DRB1_0404 with pseudo-sequence DRB1_0404. The binding affinity (normalized) is 0.428.